Dataset: NCI-60 drug combinations with 297,098 pairs across 59 cell lines. Task: Regression. Given two drug SMILES strings and cell line genomic features, predict the synergy score measuring deviation from expected non-interaction effect. (1) Drug 1: CN1CCC(CC1)COC2=C(C=C3C(=C2)N=CN=C3NC4=C(C=C(C=C4)Br)F)OC. Drug 2: CC1=C2C(C(=O)C3(C(CC4C(C3C(C(C2(C)C)(CC1OC(=O)C(C(C5=CC=CC=C5)NC(=O)OC(C)(C)C)O)O)OC(=O)C6=CC=CC=C6)(CO4)OC(=O)C)OC)C)OC. Cell line: ACHN. Synergy scores: CSS=46.0, Synergy_ZIP=0.454, Synergy_Bliss=3.14, Synergy_Loewe=-1.42, Synergy_HSA=8.11. (2) Drug 1: CC=C1C(=O)NC(C(=O)OC2CC(=O)NC(C(=O)NC(CSSCCC=C2)C(=O)N1)C(C)C)C(C)C. Cell line: MCF7. Drug 2: CC1=C(C(=O)C2=C(C1=O)N3CC4C(C3(C2COC(=O)N)OC)N4)N. Synergy scores: CSS=37.5, Synergy_ZIP=-2.62, Synergy_Bliss=-2.33, Synergy_Loewe=-1.70, Synergy_HSA=1.03.